Dataset: Full USPTO retrosynthesis dataset with 1.9M reactions from patents (1976-2016). Task: Predict the reactants needed to synthesize the given product. Given the product [C:18]([C:15]1[CH:16]=[CH:17][C:12]([CH2:11][N:7]2[C:8]3[C:4](=[CH:3][C:2]([C:24]4[CH:25]=[CH:26][CH:27]=[CH:28][C:23]=4[CH3:22])=[CH:10][CH:9]=3)[CH:5]=[CH:6]2)=[CH:13][CH:14]=1)([CH3:20])([CH3:21])[CH3:19], predict the reactants needed to synthesize it. The reactants are: Br[C:2]1[CH:3]=[C:4]2[C:8](=[CH:9][CH:10]=1)[N:7]([CH2:11][C:12]1[CH:17]=[CH:16][C:15]([C:18]([CH3:21])([CH3:20])[CH3:19])=[CH:14][CH:13]=1)[CH:6]=[CH:5]2.[CH3:22][C:23]1[CH:28]=[CH:27][CH:26]=[CH:25][C:24]=1B(O)O.